Dataset: Full USPTO retrosynthesis dataset with 1.9M reactions from patents (1976-2016). Task: Predict the reactants needed to synthesize the given product. (1) Given the product [CH3:11][C:10]1([CH3:12])[C:6]([CH3:5])([CH3:34])[O:7][B:8]([C:13]2[CH:18]=[CH:17][C:16]([O:19][CH2:20][CH2:21][CH2:22][OH:23])=[C:15]([C:30]([F:32])([F:33])[F:31])[CH:14]=2)[O:9]1, predict the reactants needed to synthesize it. The reactants are: C(Cl)(=O)C.[CH3:5][C:6]1([CH3:34])[C:10]([CH3:12])([CH3:11])[O:9][B:8]([C:13]2[CH:18]=[CH:17][C:16]([O:19][CH2:20][CH2:21][CH2:22][O:23]C3CCCCO3)=[C:15]([C:30]([F:33])([F:32])[F:31])[CH:14]=2)[O:7]1. (2) Given the product [CH3:1][C:2]1[CH:3]=[C:4]2[C:8](=[CH:9][CH:10]=1)[NH:7][C:6](=[O:11])[C:5]2=[N:20][NH:19][C:18]1[CH:17]=[CH:16][C:15]([S:21]([NH2:24])(=[O:22])=[O:23])=[CH:14][CH:13]=1, predict the reactants needed to synthesize it. The reactants are: [CH3:1][C:2]1[CH:3]=[C:4]2[C:8](=[CH:9][CH:10]=1)[NH:7][C:6](=[O:11])[C:5]2=O.[CH:13]1[C:18]([NH:19][NH2:20])=[CH:17][CH:16]=[C:15]([S:21]([NH2:24])(=[O:23])=[O:22])[CH:14]=1.Cl. (3) Given the product [Si:12]([O:19][C@H:20]1[CH2:24][CH2:23][N:22]([CH2:11][C@H:9]([C:4]2[CH:3]=[C:2]([CH3:1])[CH:7]=[C:6]([CH3:8])[CH:5]=2)[OH:10])[CH2:21]1)([C:15]([CH3:18])([CH3:17])[CH3:16])([CH3:14])[CH3:13], predict the reactants needed to synthesize it. The reactants are: [CH3:1][C:2]1[CH:3]=[C:4]([C@H:9]2[CH2:11][O:10]2)[CH:5]=[C:6]([CH3:8])[CH:7]=1.[Si:12]([O:19][C@H:20]1[CH2:24][CH2:23][NH:22][CH2:21]1)([C:15]([CH3:18])([CH3:17])[CH3:16])([CH3:14])[CH3:13].